Dataset: Forward reaction prediction with 1.9M reactions from USPTO patents (1976-2016). Task: Predict the product of the given reaction. Given the reactants Cl.[C:2]1([C:8]2[O:12][N:11]=[C:10]([CH:13]3[CH2:18][CH2:17][CH2:16][NH:15][CH2:14]3)[N:9]=2)[CH:7]=[CH:6][CH:5]=[CH:4][CH:3]=1.[F:19][C:20]1[CH:28]=[C:27]([F:29])[CH:26]=[CH:25][C:21]=1[C:22](Cl)=[O:23], predict the reaction product. The product is: [F:19][C:20]1[CH:28]=[C:27]([F:29])[CH:26]=[CH:25][C:21]=1[C:22]([N:15]1[CH2:16][CH2:17][CH2:18][CH:13]([C:10]2[N:9]=[C:8]([C:2]3[CH:3]=[CH:4][CH:5]=[CH:6][CH:7]=3)[O:12][N:11]=2)[CH2:14]1)=[O:23].